Dataset: Catalyst prediction with 721,799 reactions and 888 catalyst types from USPTO. Task: Predict which catalyst facilitates the given reaction. (1) Reactant: C(N([P:8]([N:12]([CH:16]([CH3:18])[CH3:17])[CH:13]([CH3:15])[CH3:14])(Cl)([O-:10])[O-:9])C(C)C)(C)C.[O:19]([CH2:26][C:27]([NH:29][C:30]1[NH:31][C:32](=[O:70])[C:33]2[N:34]=[CH:35][N:36]([C:68]=2[N:69]=1)[C@@H:37]1[O:67][C@H:41]([CH2:42][O:43][C:44]([C:61]2[CH:66]=[CH:65][CH:64]=[CH:63][CH:62]=2)([C:53]2[CH:58]=[CH:57][C:56]([O:59][CH3:60])=[CH:55][CH:54]=2)[C:45]2[CH:50]=[CH:49][C:48]([O:51][CH3:52])=[CH:47][CH:46]=2)[C@@H:39]([OH:40])[CH2:38]1)=[O:28])[C:20]1[CH:25]=[CH:24][CH:23]=[CH:22][CH:21]=1.C(N(C(C)C)C(C)C)C.[C:80]([O:83][C@@H:84]1[C@@H:96]([O:97][C:98](=[O:100])[CH3:99])[C@H:95]([O:101][C:102](=[O:104])[CH3:103])[C@@H:94]([CH2:105][O:106][C:107](=[O:109])[CH3:108])[O:93][C@H:85]1[O:86][CH2:87][CH2:88][O:89][CH2:90][CH2:91]O)(=[O:82])[CH3:81].N1C=NN=N1. Product: [O:19]([CH2:26][C:27]([NH:29][C:30]1[NH:31][C:32](=[O:70])[C:33]2[N:34]=[CH:35][N:36]([C:68]=2[N:69]=1)[C@@H:37]1[O:67][C@H:41]([CH2:42][O:43][C:44]([C:61]2[CH:66]=[CH:65][CH:64]=[CH:63][CH:62]=2)([C:45]2[CH:50]=[CH:49][C:48]([O:51][CH3:52])=[CH:47][CH:46]=2)[C:53]2[CH:54]=[CH:55][C:56]([O:59][CH3:60])=[CH:57][CH:58]=2)[C@@H:39]([O:40][P:8]([N:12]([CH:13]([CH3:14])[CH3:15])[CH:16]([CH3:17])[CH3:18])([O:9][CH2:91][CH2:90][O:89][CH2:88][CH2:87][O:86][C@@H:85]2[O:93][C@H:94]([CH2:105][O:106][C:107](=[O:109])[CH3:108])[C@@H:95]([O:101][C:102](=[O:104])[CH3:103])[C@H:96]([O:97][C:98](=[O:100])[CH3:99])[C@H:84]2[O:83][C:80](=[O:82])[CH3:81])=[O:10])[CH2:38]1)=[O:28])[C:20]1[CH:21]=[CH:22][CH:23]=[CH:24][CH:25]=1. The catalyst class is: 4. (2) Reactant: Cl[C:2]1[C:7]([CH3:8])=[C:6]([CH3:9])[N:5]=[C:4]([NH:10][CH2:11][C:12]2[CH:17]=[CH:16][CH:15]=[CH:14][N:13]=2)[N:3]=1.Cl.[F:19][C:20]1([F:27])[CH2:25][CH2:24][CH:23]([NH2:26])[CH2:22][CH2:21]1. Product: [F:19][C:20]1([F:27])[CH2:25][CH2:24][CH:23]([NH:26][C:2]2[C:7]([CH3:8])=[C:6]([CH3:9])[N:5]=[C:4]([NH:10][CH2:11][C:12]3[CH:17]=[CH:16][CH:15]=[CH:14][N:13]=3)[N:3]=2)[CH2:22][CH2:21]1. The catalyst class is: 47. (3) Reactant: Cl.[CH2:2](N=C=NCCCN(C)C)C.O.O[N:15]1[C:19]2[CH:20]=[CH:21][CH:22]=[CH:23][C:18]=2N=N1.[NH2:24][C:25]1[CH:33]=[C:32](Cl)[C:28]([C:29]([OH:31])=O)=[CH:27][N:26]=1.[NH2:35][C:36]1[CH:41]=[CH:40][CH:39]=[C:38]([CH3:42])[CH:37]=1. Product: [NH2:24][C:25]1[N:26]=[CH:27][C:28]([C:29]([NH:35][C:36]2[CH:41]=[CH:40][CH:39]=[C:38]([CH3:42])[CH:37]=2)=[O:31])=[C:32]([NH:15][C:19]2[CH:18]=[CH:23][CH:22]=[C:21]([CH3:2])[CH:20]=2)[CH:33]=1. The catalyst class is: 3. (4) Reactant: CS(O[CH2:6][C@H:7]1[O:12][CH2:11][CH2:10][N:9]([C:13]([O:15][C:16]([CH3:19])([CH3:18])[CH3:17])=[O:14])[CH2:8]1)(=O)=O.[N+:20]([C:23]1[CH:24]=[N:25][NH:26][CH:27]=1)([O-:22])=[O:21].C(=O)([O-])[O-].[Cs+].[Cs+]. Product: [N+:20]([C:23]1[CH:24]=[N:25][N:26]([CH2:6][C@H:7]2[O:12][CH2:11][CH2:10][N:9]([C:13]([O:15][C:16]([CH3:17])([CH3:18])[CH3:19])=[O:14])[CH2:8]2)[CH:27]=1)([O-:22])=[O:21]. The catalyst class is: 10. (5) Reactant: CC1(C)[O:7][C:6]2[CH:8]=[CH:9][CH:10]=[C:11]([CH2:12][CH2:13][N:14]3[CH2:19][CH2:18][CH:17]([C:20]([O:22][CH2:23][CH3:24])=[O:21])[CH2:16][CH2:15]3)[C:5]=2[CH2:4][O:3]1.O. Product: [OH:7][C:6]1[C:5]([CH2:4][OH:3])=[C:11]([CH:10]=[CH:9][CH:8]=1)[CH2:12][CH2:13][N:14]1[CH2:15][CH2:16][CH:17]([C:20]([O:22][CH2:23][CH3:24])=[O:21])[CH2:18][CH2:19]1. The catalyst class is: 295.